Dataset: Forward reaction prediction with 1.9M reactions from USPTO patents (1976-2016). Task: Predict the product of the given reaction. (1) Given the reactants Br[C:2]1[CH:7]=[CH:6][CH:5]=[C:4]([CH2:8][CH2:9][CH3:10])[CH:3]=1.[Li]CCCC.C[O:17][B:18](OC)[O:19]C, predict the reaction product. The product is: [CH2:8]([C:4]1[CH:3]=[C:2]([B:18]([OH:19])[OH:17])[CH:7]=[CH:6][CH:5]=1)[CH2:9][CH3:10]. (2) Given the reactants Cl[C:2]1[CH:12]=[CH:11][C:5]([C:6]([O:8]CC)=[O:7])=[CH:4][N:3]=1.[O:13]1[CH2:17][CH2:16][CH2:15][CH:14]1[CH2:18][OH:19], predict the reaction product. The product is: [O:13]1[CH2:17][CH2:16][CH2:15][CH:14]1[CH2:18][O:19][C:2]1[CH:12]=[CH:11][C:5]([C:6]([OH:8])=[O:7])=[CH:4][N:3]=1. (3) The product is: [CH2:70]([O:52][C:49]1[CH:48]=[CH:47][C:46]([C:14]2[C:12]3[NH:13][C:9]([C:8]([C:5]4[CH:6]=[CH:7][C:2]([OH:1])=[CH:3][CH:4]=4)=[C:28]4[N:29]=[C:25]([C:24]([C:30]5[CH:31]=[CH:32][C:33]([OH:36])=[CH:34][CH:35]=5)=[C:23]5[NH:37][C:20](=[C:19]([C:38]6[CH:43]=[CH:42][C:41]([OH:44])=[CH:40][CH:39]=6)[C:18]6[CH:17]=[CH:16][C:15]=2[N:45]=6)[CH:21]=[CH:22]5)[CH:26]=[CH:27]4)=[CH:10][CH:11]=3)=[CH:51][CH:50]=1)[CH2:69][CH2:68][CH2:67][CH2:66][CH2:65][CH2:64][CH2:63][CH2:62][CH2:61][CH2:60][CH3:59]. Given the reactants [OH:1][C:2]1[CH:7]=[CH:6][C:5]([C:8]2[C:9]3[NH:13][C:12]([C:14]([C:46]4[CH:51]=[CH:50][C:49]([OH:52])=[CH:48][CH:47]=4)=[C:15]4[N:45]=[C:18]([C:19]([C:38]5[CH:43]=[CH:42][C:41]([OH:44])=[CH:40][CH:39]=5)=[C:20]5[NH:37][C:23](=[C:24]([C:30]6[CH:35]=[CH:34][C:33]([OH:36])=[CH:32][CH:31]=6)[C:25]6[CH:26]=[CH:27][C:28]=2[N:29]=6)[CH:22]=[CH:21]5)[CH:17]=[CH:16]4)=[CH:11][CH:10]=3)=[CH:4][CH:3]=1.C(=O)([O-])[O-].[K+].[K+].[CH2:59](Br)[CH2:60][CH2:61][CH2:62][CH2:63][CH2:64][CH2:65][CH2:66][CH2:67][CH2:68][CH2:69][CH3:70], predict the reaction product. (4) Given the reactants C[N:2](C)[CH:3]=[C:4]([CH3:30])[C:5]([C:7]1[CH:8]=[C:9]2[C:13](=[CH:14][CH:15]=1)[N:12]([CH3:16])[C:11]1[N:17]([CH3:29])[C:18](=[O:28])[C:19]([C:21]3[CH:26]=[CH:25][C:24]([Cl:27])=[CH:23][CH:22]=3)=[CH:20][C:10]2=1)=O.O.[NH2:33]N, predict the reaction product. The product is: [Cl:27][C:24]1[CH:23]=[CH:22][C:21]([C:19]2[C:18](=[O:28])[N:17]([CH3:29])[C:11]3[N:12]([CH3:16])[C:13]4[C:9]([C:10]=3[CH:20]=2)=[CH:8][C:7]([C:5]2[NH:33][N:2]=[CH:3][C:4]=2[CH3:30])=[CH:15][CH:14]=4)=[CH:26][CH:25]=1.